This data is from Reaction yield outcomes from USPTO patents with 853,638 reactions. The task is: Predict the reaction yield, written as a fraction of the theoretical maximum amount of product (1.0 means a 100% yield; for example, 0.34 means a 34% yield). The reactants are Cl[C:2]1[CH:3]=[C:4]([NH:10][C:11]2[CH:16]=[CH:15][C:14]([N:17]3[C@H:22]4[CH2:23][CH2:24][C@@H:18]3[CH2:19][N:20]([CH3:25])[CH2:21]4)=[CH:13][N:12]=2)[C:5](=[O:9])[N:6]([CH3:8])[N:7]=1.[C:26]([O:29][CH2:30][C:31]1[C:36](B2OC(C)(C)C(C)(C)O2)=[CH:35][CH:34]=[CH:33][C:32]=1[N:46]1[N:55]=[CH:54][C:53]2[C:48](=[C:49]([F:60])[CH:50]=[C:51]([C:56]([CH3:59])([CH3:58])[CH3:57])[CH:52]=2)[C:47]1=[O:61])(=[O:28])[CH3:27].CC(C1C=C(C(C)C)C(C2C=CC=CC=2P(C2CCCCC2)C2CCCCC2)=C(C(C)C)C=1)C.P([O-])([O-])([O-])=O.[K+].[K+].[K+]. The catalyst is O1CCOCC1.O.C1C=CC(/C=C/C(/C=C/C2C=CC=CC=2)=O)=CC=1.C1C=CC(/C=C/C(/C=C/C2C=CC=CC=2)=O)=CC=1.C1C=CC(/C=C/C(/C=C/C2C=CC=CC=2)=O)=CC=1.[Pd].[Pd]. The product is [C:26]([O:29][CH2:30][C:31]1[C:36]([C:2]2[CH:3]=[C:4]([NH:10][C:11]3[CH:16]=[CH:15][C:14]([N:17]4[CH:22]5[CH2:23][CH2:24][CH:18]4[CH2:19][N:20]([CH3:25])[CH2:21]5)=[CH:13][N:12]=3)[C:5](=[O:9])[N:6]([CH3:8])[N:7]=2)=[CH:35][CH:34]=[CH:33][C:32]=1[N:46]1[N:55]=[CH:54][C:53]2[C:48](=[C:49]([F:60])[CH:50]=[C:51]([C:56]([CH3:58])([CH3:57])[CH3:59])[CH:52]=2)[C:47]1=[O:61])(=[O:28])[CH3:27]. The yield is 0.240.